Dataset: Reaction yield outcomes from USPTO patents with 853,638 reactions. Task: Predict the reaction yield, written as a fraction of the theoretical maximum amount of product (1.0 means a 100% yield; for example, 0.34 means a 34% yield). (1) The yield is 0.460. The reactants are [N:1]1[C:9]([N:10]2[CH2:15][CH2:14][CH:13]([CH:16]=O)[CH2:12][CH2:11]2)=[C:8]2[C:4]([NH:5][CH:6]=[N:7]2)=[N:3][CH:2]=1.[C:18]([CH2:20][C:21]([NH2:23])=[O:22])#[N:19].C1C=CC(P(C2C=CC=CC=2)C2C=CC=CC=2)=CC=1. The catalyst is C1COCC1. The product is [N:1]1[C:9]([N:10]2[CH2:11][CH2:12][CH:13]([CH:16]=[C:20]([C:18]#[N:19])[C:21]([NH2:23])=[O:22])[CH2:14][CH2:15]2)=[C:8]2[C:4]([NH:5][CH:6]=[N:7]2)=[N:3][CH:2]=1. (2) The reactants are [Br:1][C:2]1[CH:11]=[C:10]2[C:5]([N:6]=[CH:7][C:8](O)=[N:9]2)=[CH:4][CH:3]=1.P(Cl)(Cl)([Cl:15])=O. The catalyst is CN(C=O)C. The product is [Br:1][C:2]1[CH:11]=[C:10]2[C:5]([N:6]=[CH:7][C:8]([Cl:15])=[N:9]2)=[CH:4][CH:3]=1. The yield is 0.930. (3) The reactants are [Cl:1][C:2]1[CH:7]=[CH:6][C:5]([NH:8]C(=O)C(C)(C)C)=[C:4]([CH3:15])[C:3]=1[C:16]([F:19])([F:18])[F:17].Cl. The catalyst is C(O)C. The product is [Cl:1][C:2]1[CH:7]=[CH:6][C:5]([NH2:8])=[C:4]([CH3:15])[C:3]=1[C:16]([F:17])([F:18])[F:19]. The yield is 0.760.